This data is from Full USPTO retrosynthesis dataset with 1.9M reactions from patents (1976-2016). The task is: Predict the reactants needed to synthesize the given product. (1) Given the product [C:11]([C:9]1[CH:10]=[C:5]2[N:4]=[CH:3][C:2]([C:16]#[C:15][C:17]3[CH:18]=[N:19][CH:20]=[CH:21][CH:22]=3)=[CH:7][N:6]2[N:8]=1)([CH3:14])([CH3:13])[CH3:12], predict the reactants needed to synthesize it. The reactants are: Br[C:2]1[CH:3]=[N:4][C:5]2[N:6]([N:8]=[C:9]([C:11]([CH3:14])([CH3:13])[CH3:12])[CH:10]=2)[CH:7]=1.[C:15]([C:17]1[CH:18]=[N:19][CH:20]=[CH:21][CH:22]=1)#[CH:16]. (2) Given the product [CH3:34][O:33][C:29]1[C:28]([CH2:35][C:9]2[C:18]3[C:13](=[CH:14][CH:15]=[CH:16][CH:17]=3)[N:12]=[C:11]([C:19]([O:21][CH2:22][CH3:23])=[O:20])[CH:10]=2)=[CH:27][CH:32]=[CH:31][N:30]=1, predict the reactants needed to synthesize it. The reactants are: CC1(C)C(C)(C)OB([C:9]2[C:18]3[C:13](=[CH:14][CH:15]=[CH:16][CH:17]=3)[N:12]=[C:11]([C:19]([O:21][CH2:22][CH3:23])=[O:20])[CH:10]=2)O1.BrC[C:27]1[CH:32]=[CH:31][N:30]=[C:29]([O:33][CH3:34])[CH:28]=1.[C:35]1(C)C=CC=CC=1.C([O-])([O-])=O.[Na+].[Na+]. (3) Given the product [CH3:1][O:2][C:3]1[C:4]2[N:5]([C:11](=[O:12])[NH:10][N:9]=2)[CH:6]=[CH:7][CH:8]=1, predict the reactants needed to synthesize it. The reactants are: [CH3:1][O:2][C:3]1[C:4]([NH:9][NH2:10])=[N:5][CH:6]=[CH:7][CH:8]=1.[C:11](N1C=CN=C1)(N1C=CN=C1)=[O:12]. (4) Given the product [Br:1][C:2]1[CH:3]=[CH:4][C:5]([O:19][CH3:20])=[C:6]([C:8]([CH3:18])([CH3:17])[CH2:9][C:10]([OH:11])([C:13]([F:16])([F:15])[F:14])[CH2:12][N:25]2[C:26]3[C:31](=[CH:30][CH:29]=[CH:28][CH:27]=3)[C:22](=[O:21])[CH:23]=[CH:24]2)[CH:7]=1, predict the reactants needed to synthesize it. The reactants are: [Br:1][C:2]1[CH:3]=[CH:4][C:5]([O:19][CH3:20])=[C:6]([C:8]([CH3:18])([CH3:17])[CH2:9][C:10]2([C:13]([F:16])([F:15])[F:14])[CH2:12][O:11]2)[CH:7]=1.[OH:21][C:22]1[C:31]2[C:26](=[CH:27][CH:28]=[CH:29][CH:30]=2)[N:25]=[CH:24][CH:23]=1.[O-]CC.[Na+].